From a dataset of Full USPTO retrosynthesis dataset with 1.9M reactions from patents (1976-2016). Predict the reactants needed to synthesize the given product. (1) Given the product [F:14][C:5]1[CH:4]=[CH:3][C:2]([C:20]2[N:24]3[CH:25]=[CH:26][C:27]([C:29]([F:30])([F:31])[F:32])=[N:28][C:23]3=[N:22][CH:21]=2)=[CH:7][C:6]=1[C:8]1[N:9]=[N:10][CH:11]=[CH:12][CH:13]=1, predict the reactants needed to synthesize it. The reactants are: Br[C:2]1[CH:3]=[CH:4][C:5]([F:14])=[C:6]([C:8]2[N:9]=[N:10][CH:11]=[CH:12][CH:13]=2)[CH:7]=1.C([Sn](CCCC)(CCCC)[C:20]1[N:24]2[CH:25]=[CH:26][C:27]([C:29]([F:32])([F:31])[F:30])=[N:28][C:23]2=[N:22][CH:21]=1)CCC. (2) Given the product [C:20]1(/[CH:26]=[CH:27]/[CH2:28][CH2:29][O:30][C:31](=[O:32])[NH:10][C@H:9]2[CH2:8][NH:7][C:6]2=[O:5])[CH:25]=[CH:24][CH:23]=[CH:22][CH:21]=1, predict the reactants needed to synthesize it. The reactants are: C([O-])(=O)C.[O:5]=[C:6]1[C@@H:9]([NH3+:10])[CH2:8][NH:7]1.CCN(C(C)C)C(C)C.[C:20]1(/[CH:26]=[CH:27]/[CH2:28][CH2:29][O:30][C:31](N2C=CC=CC2=O)=[O:32])[CH:25]=[CH:24][CH:23]=[CH:22][CH:21]=1. (3) Given the product [CH3:13][O:12][C:9]1[CH:10]=[C:11]2[C:6](=[CH:7][C:8]=1[O:14][CH2:15][CH2:16][O:17][CH:18]1[CH2:23][CH2:22][CH2:21][CH2:20][O:19]1)[N:5]=[CH:4][N:3]=[C:2]2[O:24][C:25]1[CH:26]=[CH:27][C:28]([CH2:31][C:32]([OH:34])=[O:33])=[CH:29][CH:30]=1, predict the reactants needed to synthesize it. The reactants are: Cl[C:2]1[C:11]2[C:6](=[CH:7][C:8]([O:14][CH2:15][CH2:16][O:17][CH:18]3[CH2:23][CH2:22][CH2:21][CH2:20][O:19]3)=[C:9]([O:12][CH3:13])[CH:10]=2)[N:5]=[CH:4][N:3]=1.[OH:24][C:25]1[CH:30]=[CH:29][C:28]([CH2:31][C:32]([OH:34])=[O:33])=[CH:27][CH:26]=1. (4) Given the product [F:42][CH:2]([F:1])[C:3]1[CH:12]=[C:11]2[C:6]([CH:7]([CH3:35])[CH2:8][CH2:9][N:10]2[C:13]2[C:17]3[CH2:18][NH:19][CH2:20][CH2:21][C:16]=3[N:15]([CH:29]3[CH2:34][CH2:33][O:32][CH2:31][CH2:30]3)[N:14]=2)=[CH:5][C:4]=1[C:36]1[CH:37]=[N:38][N:39]([CH3:41])[CH:40]=1, predict the reactants needed to synthesize it. The reactants are: [F:1][CH:2]([F:42])[C:3]1[CH:12]=[C:11]2[C:6]([CH:7]([CH3:35])[CH2:8][CH2:9][N:10]2[C:13]2[C:17]3[CH2:18][N:19](C(OC(C)(C)C)=O)[CH2:20][CH2:21][C:16]=3[N:15]([CH:29]3[CH2:34][CH2:33][O:32][CH2:31][CH2:30]3)[N:14]=2)=[CH:5][C:4]=1[C:36]1[CH:37]=[N:38][N:39]([CH3:41])[CH:40]=1.FC(F)(F)C(O)=O.